Dataset: Forward reaction prediction with 1.9M reactions from USPTO patents (1976-2016). Task: Predict the product of the given reaction. (1) Given the reactants [O:1]1[CH:5]=[CH:4][C:3]([C:6]2[CH:7]=[C:8]([C:18]([F:21])([F:20])[F:19])[C:9]3[N:10]([CH:12]=[C:13]([C:15](O)=[O:16])[N:14]=3)[CH:11]=2)=[CH:2]1.[NH:22]1[CH2:27][CH2:26][CH:25]([N:28]2[CH2:32][CH2:31][O:30][C:29]2=[O:33])[CH2:24][CH2:23]1.CN(C(ON1N=NC2C=CC=NC1=2)=[N+](C)C)C.F[P-](F)(F)(F)(F)F.CCN(C(C)C)C(C)C, predict the reaction product. The product is: [O:1]1[CH:5]=[CH:4][C:3]([C:6]2[CH:7]=[C:8]([C:18]([F:21])([F:20])[F:19])[C:9]3[N:10]([CH:12]=[C:13]([C:15]([N:22]4[CH2:23][CH2:24][CH:25]([N:28]5[CH2:32][CH2:31][O:30][C:29]5=[O:33])[CH2:26][CH2:27]4)=[O:16])[N:14]=3)[CH:11]=2)=[CH:2]1. (2) Given the reactants [N+:1]([C:4]1[CH:36]=[CH:35][C:7]([O:8][C:9]2[CH:14]=[C:13]([O:15][C:16]3[CH:21]=[CH:20][C:19]([N+:22]([O-])=O)=[CH:18][CH:17]=3)[CH:12]=[C:11]([O:25][C:26]3[CH:31]=[CH:30][C:29]([N+:32]([O-])=O)=[CH:28][CH:27]=3)[CH:10]=2)=[CH:6][CH:5]=1)([O-])=O.C(O)C.[H][H], predict the reaction product. The product is: [NH2:22][C:19]1[CH:20]=[CH:21][C:16]([O:15][C:13]2[CH:12]=[C:11]([O:25][C:26]3[CH:27]=[CH:28][C:29]([NH2:32])=[CH:30][CH:31]=3)[CH:10]=[C:9]([O:8][C:7]3[CH:35]=[CH:36][C:4]([NH2:1])=[CH:5][CH:6]=3)[CH:14]=2)=[CH:17][CH:18]=1. (3) Given the reactants [NH2:1][C:2]1[CH:21]=[CH:20][C:5]([CH2:6][C:7]2[CH:12]=[CH:11][N:10]=[C:9]([NH:13][CH2:14][CH2:15][CH2:16][N:17]([CH3:19])[CH3:18])[CH:8]=2)=[C:4]([F:22])[CH:3]=1.COC1C=CC(CNC2N=CN=C(OC3C=CC(N[C:45]([NH:47][C:48](=[O:57])[CH2:49][C:50]4[CH:55]=[CH:54][C:53]([F:56])=[CH:52][CH:51]=4)=[O:46])=CC=3F)C=2)=CC=1.C(Cl)[Cl:62], predict the reaction product. The product is: [ClH:62].[CH3:19][N:17]([CH3:18])[CH2:16][CH2:15][CH2:14][NH:13][C:9]1[CH:8]=[C:7]([CH2:6][C:5]2[CH:20]=[CH:21][C:2]([NH:1][C:45]([NH:47][C:48](=[O:57])[CH2:49][C:50]3[CH:55]=[CH:54][C:53]([F:56])=[CH:52][CH:51]=3)=[O:46])=[CH:3][C:4]=2[F:22])[CH:12]=[CH:11][N:10]=1. (4) Given the reactants [C:1]([S:20][CH2:21][C@@H:22]([C:24]([NH2:26])=[O:25])[NH2:23])([C:14]1[CH:19]=[CH:18][CH:17]=[CH:16][CH:15]=1)([C:8]1[CH:13]=[CH:12][CH:11]=[CH:10][CH:9]=1)[C:2]1[CH:7]=[CH:6][CH:5]=[CH:4][CH:3]=1.C(N(CC)CC)C.[CH3:34][O:35][C:36]1[CH:41]=[CH:40][C:39]([C:42]2[CH:47]=[CH:46][C:45]([S:48](Cl)(=[O:50])=[O:49])=[CH:44][CH:43]=2)=[CH:38][CH:37]=1, predict the reaction product. The product is: [CH3:34][O:35][C:36]1[CH:37]=[CH:38][C:39]([C:42]2[CH:47]=[CH:46][C:45]([S:48]([NH:23][C@H:22]([C:24]([NH2:26])=[O:25])[CH2:21][S:20][C:1]([C:8]3[CH:13]=[CH:12][CH:11]=[CH:10][CH:9]=3)([C:14]3[CH:15]=[CH:16][CH:17]=[CH:18][CH:19]=3)[C:2]3[CH:3]=[CH:4][CH:5]=[CH:6][CH:7]=3)(=[O:50])=[O:49])=[CH:44][CH:43]=2)=[CH:40][CH:41]=1. (5) Given the reactants C[O:2][CH:3](OC)[C:4]1[CH:27]=[CH:26][C:7]([O:8][C:9]2[N:13]([CH2:14][CH3:15])[N:12]=[C:11]([C:16]3[CH:17]=[C:18]([C:22]([NH2:25])([CH3:24])[CH3:23])[CH:19]=[CH:20][CH:21]=3)[CH:10]=2)=[CH:6][CH:5]=1.[F:30][C:31]([F:38])([F:37])[CH2:32][S:33](Cl)(=[O:35])=[O:34].C(N(CC)CC)C.C(O)(C(F)(F)F)=O, predict the reaction product. The product is: [CH2:14]([N:13]1[C:9]([O:8][C:7]2[CH:26]=[CH:27][C:4]([CH:3]=[O:2])=[CH:5][CH:6]=2)=[CH:10][C:11]([C:16]2[CH:17]=[C:18]([C:22]([NH:25][S:33]([CH2:32][C:31]([F:38])([F:37])[F:30])(=[O:35])=[O:34])([CH3:24])[CH3:23])[CH:19]=[CH:20][CH:21]=2)=[N:12]1)[CH3:15]. (6) Given the reactants [C:1]([CH2:4][N:5]1[CH2:16][CH2:15][NH:14][CH2:13][CH2:12][N:11]([CH2:17][C:18]([OH:20])=[O:19])[CH2:10][CH2:9][N:8]([CH2:21][C:22]([OH:24])=[O:23])[CH2:7][CH2:6]1)([OH:3])=[O:2].[OH-].[Na+].CC1(C)[O:32][CH:31]([CH:33]2[O:35][CH2:34]2)[CH2:30][O:29]1, predict the reaction product. The product is: [OH:35][CH:33]([CH:31]([OH:32])[CH2:30][OH:29])[CH2:34][N:14]1[CH2:13][CH2:12][N:11]([CH2:17][C:18]([OH:20])=[O:19])[CH2:10][CH2:9][N:8]([CH2:21][C:22]([OH:24])=[O:23])[CH2:7][CH2:6][N:5]([CH2:4][C:1]([OH:3])=[O:2])[CH2:16][CH2:15]1.